This data is from Forward reaction prediction with 1.9M reactions from USPTO patents (1976-2016). The task is: Predict the product of the given reaction. (1) Given the reactants C(Cl)(=O)C(Cl)=O.[CH3:7][N:8]([CH3:29])[S:9]([C:12]1[CH:13]=[CH:14][C:15]([O:21][CH2:22][C:23]2[CH:28]=[CH:27][CH:26]=[CH:25][CH:24]=2)=[C:16]([CH:20]=1)[C:17](O)=[O:18])(=[O:11])=[O:10].[N:30]1[CH:35]=[CH:34][CH:33]=[C:32]([NH2:36])[CH:31]=1.C(N(C(C)C)CC)(C)C, predict the reaction product. The product is: [CH3:7][N:8]([CH3:29])[S:9]([C:12]1[CH:13]=[CH:14][C:15]([O:21][CH2:22][C:23]2[CH:28]=[CH:27][CH:26]=[CH:25][CH:24]=2)=[C:16]([CH:20]=1)[C:17]([NH:36][C:32]1[CH:31]=[N:30][CH:35]=[CH:34][CH:33]=1)=[O:18])(=[O:10])=[O:11]. (2) Given the reactants [H-].[Na+].[F:3][C:4]1[CH:5]=[C:6]([CH2:22][OH:23])[CH:7]=[CH:8][C:9]=1[O:10][C:11]1[CH:16]=[CH:15][C:14]([F:17])=[C:13]([C:18]([F:21])([F:20])[F:19])[CH:12]=1.Cl[C:25]1[CH:26]=[C:27]2[N:34](C(OC(C)(C)C)=O)[CH2:33][CH2:32][N:28]2[C:29](=[O:31])[N:30]=1, predict the reaction product. The product is: [F:3][C:4]1[CH:5]=[C:6]([CH:7]=[CH:8][C:9]=1[O:10][C:11]1[CH:16]=[CH:15][C:14]([F:17])=[C:13]([C:18]([F:19])([F:20])[F:21])[CH:12]=1)[CH2:22][O:23][C:25]1[CH:26]=[C:27]2[NH:34][CH2:33][CH2:32][N:28]2[C:29](=[O:31])[N:30]=1.